From a dataset of Forward reaction prediction with 1.9M reactions from USPTO patents (1976-2016). Predict the product of the given reaction. Given the reactants Cl.[Cl:2][C:3]1[CH:4]=[C:5]([C:10]2([C:23]([F:26])([F:25])[F:24])[O:14][N:13]=[C:12]([C:15]3[CH:16]=[C:17]([CH:20]=[CH:21][CH:22]=3)[CH2:18][NH2:19])[CH2:11]2)[CH:6]=[C:7]([Cl:9])[CH:8]=1.[CH3:27][S:28][CH2:29][C:30](O)=[O:31].C(N=C=NC(C)C)(C)C, predict the reaction product. The product is: [Cl:2][C:3]1[CH:4]=[C:5]([C:10]2([C:23]([F:24])([F:26])[F:25])[O:14][N:13]=[C:12]([C:15]3[CH:16]=[C:17]([CH:20]=[CH:21][CH:22]=3)[CH2:18][NH:19][C:30](=[O:31])[CH2:29][S:28][CH3:27])[CH2:11]2)[CH:6]=[C:7]([Cl:9])[CH:8]=1.